The task is: Binary Classification. Given a miRNA mature sequence and a target amino acid sequence, predict their likelihood of interaction.. This data is from Experimentally validated miRNA-target interactions with 360,000+ pairs, plus equal number of negative samples. (1) The miRNA is hsa-miR-532-5p with sequence CAUGCCUUGAGUGUAGGACCGU. The protein sequence of the target gene is MGKLHSKPAAVCKRRESPEGDSFAVSAAWARKGIEEWIGRQRCPGGVSGPRQLRLAGTIGRSTRELVGDVLRDTLSEEEEDDFRLEVALPPEKTDGLGSGDEKKMERVSEPCPGSKKQLKFEELQCDVSMEEDSRQEWTFTLYDFDNNGKVTREDITSLLHTIYEVVDSSVNHSPTSSKMLRVKLTVAPDGSQSKRSVLVNQADLQSARPRAETKPTEDLRSWEKKQRAPLRFQGDSRLEQSGCYHHCVDENIERRNHYLDLAGIENYTSQFGPGSPSVAQKSELPPRTSNPTRSRSHEP.... Result: 1 (interaction). (2) The miRNA is mmu-miR-692 with sequence AUCUCUUUGAGCGCCUCACUC. The protein sequence of the target gene is MNRPLSAEAEEELEWQVASRRRKAWAKCRSSWQASETEDLSTETTTQDEDEDDEEDLPGTKLPAPAGRGNVPNEKIAIWLKDCRTPLGASLDEQSSGTPKGVLVRNGGSFEDDLSLGAEANHLHEPDAQVENCNNILAKERRLQFHQKGRSMNSTGSGKSSGTVSSVSELLELYEEDPEEILYNLGFGRDEPDIASKIPSRFFNSSSFARGIDIKVFLSAQMQRMEVENPNYALTSRFRQIEVLTTVANAFSSLYSQVSGTPLQRIGSMSSVTSTKEVADSPPPLTRSNTANRLMKTLSK.... Result: 0 (no interaction).